Dataset: Full USPTO retrosynthesis dataset with 1.9M reactions from patents (1976-2016). Task: Predict the reactants needed to synthesize the given product. Given the product [CH3:1][O:2][C:3]1[CH:8]=[C:7]([NH2:9])[CH:6]=[C:5]([C:12]2[CH:16]=[CH:15][S:14][CH:13]=2)[CH:4]=1, predict the reactants needed to synthesize it. The reactants are: [CH3:1][O:2][C:3]1[CH:4]=[C:5]([C:12]2[CH:16]=[CH:15][S:14][CH:13]=2)[CH:6]=[C:7]([N+:9]([O-])=O)[CH:8]=1.[Cl-].[NH4+].CO.